Dataset: Full USPTO retrosynthesis dataset with 1.9M reactions from patents (1976-2016). Task: Predict the reactants needed to synthesize the given product. (1) The reactants are: [CH3:1][C@H:2]1[NH:7][CH2:6][CH2:5][N:4]([C:8]2[C:13]([C:14]([F:17])([F:16])[F:15])=[CH:12][CH:11]=[CH:10][N:9]=2)[CH2:3]1.[C:18](O[C:18]([O:20][C:21]([CH3:24])([CH3:23])[CH3:22])=[O:19])([O:20][C:21]([CH3:24])([CH3:23])[CH3:22])=[O:19]. Given the product [C:21]([O:20][C:18]([N:7]1[CH2:6][CH2:5][N:4]([C:8]2[C:13]([C:14]([F:17])([F:15])[F:16])=[CH:12][CH:11]=[CH:10][N:9]=2)[CH2:3][C@H:2]1[CH3:1])=[O:19])([CH3:24])([CH3:23])[CH3:22], predict the reactants needed to synthesize it. (2) Given the product [F:10][C:8]1[CH:7]=[C:6](/[CH:11]=[CH:12]/[C:13]([N:15]2[CH2:16][CH2:17][CH:18]([CH:21]3[CH2:23][O:22]3)[CH2:19][CH2:20]2)=[O:14])[CH:5]=[C:4]([F:3])[CH:9]=1, predict the reactants needed to synthesize it. The reactants are: [H-].[Na+].[F:3][C:4]1[CH:5]=[C:6](/[CH:11]=[CH:12]/[C:13]([N:15]2[CH2:20][CH2:19][CH:18]([CH:21]=[O:22])[CH2:17][CH2:16]2)=[O:14])[CH:7]=[C:8]([F:10])[CH:9]=1.[CH3:23]S(C)=O. (3) Given the product [F:20][C:3]1[C:2]2[N:1]=[CH:21][O:11][C:10]=2[CH:9]=[C:5]([C:6]([OH:8])=[O:7])[C:4]=1[NH:12][C:13]1[CH:18]=[CH:17][CH:16]=[CH:15][C:14]=1[F:19], predict the reactants needed to synthesize it. The reactants are: [NH2:1][C:2]1[C:10]([OH:11])=[CH:9][C:5]([C:6]([OH:8])=[O:7])=[C:4]([NH:12][C:13]2[CH:18]=[CH:17][CH:16]=[CH:15][C:14]=2[F:19])[C:3]=1[F:20].[CH3:21]C1C=CC(S(O)(=O)=O)=CC=1.O. (4) The reactants are: [CH2:1]([O:8][C:9]([NH:11][C@@H:12]1[C:15](=[O:16])[NH:14][C@@H:13]1[CH2:17][N:18]1[C:22](=[O:23])[CH2:21][N:20]([C:24]([O:26][C:27]([CH3:30])([CH3:29])[CH3:28])=[O:25])[C:19]1=[O:31])=[O:10])[C:2]1[CH:7]=[CH:6][CH:5]=[CH:4][CH:3]=1.[BH4-].[Na+]. Given the product [CH2:1]([O:8][C:9]([NH:11][C@@H:12]1[C:15](=[O:16])[NH:14][C@@H:13]1[CH2:17][N:18]1[CH:22]([OH:23])[CH2:21][N:20]([C:24]([O:26][C:27]([CH3:29])([CH3:28])[CH3:30])=[O:25])[C:19]1=[O:31])=[O:10])[C:2]1[CH:7]=[CH:6][CH:5]=[CH:4][CH:3]=1, predict the reactants needed to synthesize it. (5) Given the product [Cl:13][C:5]1[CH:4]=[CH:3][C:2]([N:26]2[CH:27]=[CH:28][C:24]([C:22]3[CH:21]=[CH:20][C:19]4[O:14][CH2:15][CH2:16][CH2:17][C:18]=4[CH:23]=3)=[N:25]2)=[CH:7][C:6]=1[CH2:8][NH:9][C:10](=[O:12])[CH3:11], predict the reactants needed to synthesize it. The reactants are: Br[C:2]1[CH:3]=[CH:4][C:5]([Cl:13])=[C:6]([CH2:8][NH:9][C:10](=[O:12])[CH3:11])[CH:7]=1.[O:14]1[C:19]2[CH:20]=[CH:21][C:22]([C:24]3[CH:28]=[CH:27][NH:26][N:25]=3)=[CH:23][C:18]=2[CH2:17][CH2:16][CH2:15]1.BrC1C=CC(Cl)=C(CN)C=1. (6) The reactants are: N#N.[CH2:3]([O:10][C:11]1[C:20]2[C:15](=[CH:16][CH:17]=[C:18]([O:21][CH3:22])[CH:19]=2)[CH:14]=[C:13](Cl)[N:12]=1)[C:4]1[CH:9]=[CH:8][CH:7]=[CH:6][CH:5]=1.C(=O)([O-])[O-].[K+].[K+]. Given the product [CH2:3]([O:10][C:11]1[C:20]2[C:15](=[CH:16][CH:17]=[C:18]([O:21][CH3:22])[CH:19]=2)[CH:14]=[C:13]([C:20]2[CH:11]=[N:12][CH:13]=[CH:14][CH:15]=2)[N:12]=1)[C:4]1[CH:9]=[CH:8][CH:7]=[CH:6][CH:5]=1, predict the reactants needed to synthesize it. (7) Given the product [CH3:1][N:2]([CH2:13][C:14]1[NH:18][C:17]2[CH:19]=[CH:20][CH:21]=[C:22]([CH:23]=[O:24])[C:16]=2[N:15]=1)[CH:3]1[C:12]2[N:11]=[CH:10][CH:9]=[CH:8][C:7]=2[CH2:6][CH2:5][CH2:4]1, predict the reactants needed to synthesize it. The reactants are: [CH3:1][N:2]([CH2:13][C:14]1[NH:18][C:17]2[CH:19]=[CH:20][CH:21]=[C:22]([C:23](OC)=[O:24])[C:16]=2[N:15]=1)[CH:3]1[C:12]2[N:11]=[CH:10][CH:9]=[CH:8][C:7]=2[CH2:6][CH2:5][CH2:4]1.[H-].[Al+3].[Li+].[H-].[H-].[H-].CC(OI1(OC(C)=O)(OC(C)=O)OC(=O)C2C=CC=CC1=2)=O.